This data is from Forward reaction prediction with 1.9M reactions from USPTO patents (1976-2016). The task is: Predict the product of the given reaction. (1) Given the reactants FS(C1C=CC([O:11][CH:12]([C:17]([F:20])([F:19])[F:18])[C:13]([F:16])([F:15])[F:14])=CC=1)(=O)=O.[F:21][C:22]([F:40])([F:39])[CH:23]([C:35]([F:38])([F:37])[F:36])[O:24]C1C=CC(S([O-])(=O)=O)=CC=1, predict the reaction product. The product is: [F:14][C:13]([F:16])([F:15])[CH:12]([OH:11])[C:17]([F:20])([F:19])[F:18].[CH:23]([OH:24])([C:35]([F:38])([F:37])[F:36])[C:22]([F:40])([F:39])[F:21]. (2) Given the reactants [C:1]([N:5]1[C@@H:13]2[C@@:8]([C:15]3[CH:20]=[CH:19][C:18]([O:21][CH3:22])=[C:17]([O:23][CH3:24])[CH:16]=3)([CH2:9][CH2:10][C:11](=O)[CH2:12]2)[CH2:7][CH2:6]1)([CH3:4])([CH3:3])[CH3:2].FC(F)(F)C([O-])=O.[NH4+].[BH3-]C#[N:35].[Na+].C(O)(=O)CCC1C=CC=CC=1, predict the reaction product. The product is: [C:1]([N:5]1[C@@H:13]2[C@@:8]([C:15]3[CH:20]=[CH:19][C:18]([O:21][CH3:22])=[C:17]([O:23][CH3:24])[CH:16]=3)([CH2:9][CH2:10][C@@H:11]([NH2:35])[CH2:12]2)[CH2:7][CH2:6]1)([CH3:4])([CH3:3])[CH3:2].